From a dataset of Full USPTO retrosynthesis dataset with 1.9M reactions from patents (1976-2016). Predict the reactants needed to synthesize the given product. (1) The reactants are: [CH3:1][C:2]1[N:3]=[C:4]([C:7]([O:9][CH2:10][CH3:11])=[O:8])[S:5][CH:6]=1.C1C(=O)N([Br:19])C(=O)C1. Given the product [Br:19][C:6]1[S:5][C:4]([C:7]([O:9][CH2:10][CH3:11])=[O:8])=[N:3][C:2]=1[CH3:1], predict the reactants needed to synthesize it. (2) Given the product [Na+:36].[Cl:1][C:2]1[CH:33]=[CH:32][CH:31]=[C:30]([Cl:34])[C:3]=1[C:4]([NH:6][C@@H:7]([CH2:11]/[CH:12]=[CH:13]/[C:14]1[CH:15]=[CH:16][C:17]([N:20]([CH:27]([CH3:29])[CH3:28])[C:21]2[N:22]=[CH:23][CH:24]=[CH:25][N:26]=2)=[CH:18][CH:19]=1)[C:8]([O-:10])=[O:9])=[O:5], predict the reactants needed to synthesize it. The reactants are: [Cl:1][C:2]1[CH:33]=[CH:32][CH:31]=[C:30]([Cl:34])[C:3]=1[C:4]([NH:6][C@@H:7]([CH2:11]/[CH:12]=[CH:13]/[C:14]1[CH:19]=[CH:18][C:17]([N:20]([CH:27]([CH3:29])[CH3:28])[C:21]2[N:26]=[CH:25][CH:24]=[CH:23][N:22]=2)=[CH:16][CH:15]=1)[C:8]([OH:10])=[O:9])=[O:5].[OH-].[Na+:36]. (3) Given the product [CH3:8][C:3]1[CH:4]=[C:5]([CH3:7])[CH:6]=[C:1]([CH3:14])[C:2]=1[S:9]([O-:12])(=[O:11])=[O:10].[NH2:13][N+:15]1[CH:20]=[CH:19][CH:18]=[CH:17][C:16]=1[NH2:21], predict the reactants needed to synthesize it. The reactants are: [C:1]1([CH3:14])[CH:6]=[C:5]([CH3:7])[CH:4]=[C:3]([CH3:8])[C:2]=1[S:9]([O:12][NH2:13])(=[O:11])=[O:10].[N:15]1[CH:20]=[CH:19][CH:18]=[CH:17][C:16]=1[NH2:21]. (4) Given the product [Br:29][C:26]1[CH:27]=[CH:28][C:21]([N:20]=[C:15]2[CH2:16][CH2:17][CH2:18][N:14]2[CH2:13][C:9]2[CH:8]=[N:7][CH:12]=[CH:11][CH:10]=2)=[C:22]([CH:25]=1)[C:23]#[N:24], predict the reactants needed to synthesize it. The reactants are: P(Cl)(Cl)(Cl)=O.Cl.[N:7]1[CH:12]=[CH:11][CH:10]=[C:9]([CH2:13][N:14]2[CH2:18][CH2:17][CH2:16][C:15]2=O)[CH:8]=1.[NH2:20][C:21]1[CH:28]=[CH:27][C:26]([Br:29])=[CH:25][C:22]=1[C:23]#[N:24].[OH-].[Na+]. (5) Given the product [C:1]([S:5]([CH2:8][C@@H:9]([N:11]1[C@H:16]([C:17]2[CH:18]=[CH:19][C:20]([Cl:23])=[CH:21][CH:22]=2)[C@@H:15]([C:24]2[CH:29]=[CH:28][CH:27]=[C:26]([Cl:30])[CH:25]=2)[O:14][C@@H:13]([CH2:31][C:32]([NH:96][S:93]([CH3:92])(=[O:95])=[O:94])=[O:33])[C:12]1=[O:35])[CH3:10])(=[O:7])=[O:6])([CH3:3])([CH3:2])[CH3:4], predict the reactants needed to synthesize it. The reactants are: [C:1]([S:5]([CH2:8][C@@H:9]([N:11]1[C@H:16]([C:17]2[CH:22]=[CH:21][C:20]([Cl:23])=[CH:19][CH:18]=2)[C@@H:15]([C:24]2[CH:29]=[CH:28][CH:27]=[C:26]([Cl:30])[CH:25]=2)[O:14][C@@H:13]([CH2:31][C:32](O)=[O:33])[C:12]1=[O:35])[CH3:10])(=[O:7])=[O:6])([CH3:4])([CH3:3])[CH3:2].C(S(C[C@@H](N1[C@H](C2C=CC(Cl)=CC=2)[C@@H](C2C=CC=C(Cl)C=2)O[C@H](CC(O)=O)C1=O)C)(=O)=O)(C)(C)C.C(N1C=CN=C1)(N1C=CN=C1)=O.C(N(CC)C(C)C)(C)C.[CH3:92][S:93]([NH2:96])(=[O:95])=[O:94]. (6) Given the product [CH:1]1([S:4]([C:7]2[CH:12]=[CH:11][C:10]([CH2:13][C:14]([O:16][CH2:17][CH3:18])=[O:15])=[CH:9][CH:8]=2)(=[O:6])=[O:5])[CH2:2][CH2:3]1, predict the reactants needed to synthesize it. The reactants are: [CH:1]1([S:4]([C:7]2[CH:12]=[CH:11][C:10]([C:13](=O)[C:14]([O:16][CH2:17][CH3:18])=[O:15])=[CH:9][CH:8]=2)(=[O:6])=[O:5])[CH2:3][CH2:2]1.O1CCCC1.[OH-].[Na+].Cl. (7) Given the product [CH2:46]([O:53][C:54]1[CH:59]=[CH:58][C:57]([OH:60])=[C:56]([C:25]2([OH:32])[C:26]3[C:31](=[CH:30][CH:29]=[CH:28][CH:27]=3)[N:23]([CH2:22][C:21]3[CH:20]=[CH:19][C:18]([Cl:17])=[CH:35][CH:34]=3)[C:24]2=[O:33])[CH:55]=1)[C:47]1[CH:48]=[CH:49][CH:50]=[CH:51][CH:52]=1, predict the reactants needed to synthesize it. The reactants are: C1(CCN2C3C(=CC=CC=3)C(=O)C2=O)CC1.[Cl:17][C:18]1[CH:35]=[CH:34][C:21]([CH2:22][N:23]2[C:31]3[C:26](=[CH:27][CH:28]=[CH:29][CH:30]=3)[C:25](=[O:32])[C:24]2=[O:33])=[CH:20][CH:19]=1.O1C2C=CC(O)=CC=2OC1.[CH2:46]([O:53][C:54]1[CH:59]=[CH:58][C:57]([OH:60])=[CH:56][CH:55]=1)[C:47]1[CH:52]=[CH:51][CH:50]=[CH:49][CH:48]=1. (8) Given the product [CH3:46][O:45][C:42]1[CH:41]=[CH:40][C:39]([C:37]2[N:38]=[C:34]([CH2:33][CH2:32][CH2:31][CH2:30][CH2:29][CH2:28][CH2:27][OH:26])[S:35][CH:36]=2)=[CH:44][CH:43]=1, predict the reactants needed to synthesize it. The reactants are: [F-].C([N+](CCCC)(CCCC)CCCC)CCC.[Si]([O:26][CH2:27][CH2:28][CH2:29][CH2:30][CH2:31][CH2:32][CH2:33][C:34]1[S:35][CH:36]=[C:37]([C:39]2[CH:44]=[CH:43][C:42]([O:45][CH3:46])=[CH:41][CH:40]=2)[N:38]=1)(C(C)(C)C)(C)C. (9) Given the product [Cl:28][C:15]1[CH:16]=[C:17]([Cl:27])[CH:18]=[C:19]([CH2:20][N:21]2[CH2:22][CH2:23][O:24][CH2:25][CH2:26]2)[C:14]=1[C:4]1[C:5]2[CH:13]=[CH:12][CH:11]=[CH:10][C:6]=2[NH:7][C:8](=[O:9])[CH:2]([NH:1][C:35](=[O:36])[C:34]2[CH:38]=[C:30]([F:29])[CH:31]=[CH:32][C:33]=2[O:39][CH2:40][CH2:41][O:42][CH3:43])[N:3]=1, predict the reactants needed to synthesize it. The reactants are: [NH2:1][CH:2]1[C:8](=[O:9])[NH:7][C:6]2[CH:10]=[CH:11][CH:12]=[CH:13][C:5]=2[C:4]([C:14]2[C:19]([CH2:20][N:21]3[CH2:26][CH2:25][O:24][CH2:23][CH2:22]3)=[CH:18][C:17]([Cl:27])=[CH:16][C:15]=2[Cl:28])=[N:3]1.[F:29][C:30]1[CH:31]=[CH:32][C:33]([O:39][CH2:40][CH2:41][O:42][CH3:43])=[C:34]([CH:38]=1)[C:35](O)=[O:36]. (10) Given the product [CH3:1][C:2]1([CH3:25])[CH2:11][CH2:10][C:9]([CH3:12])([CH3:13])[C:8]2[CH:7]=[C:6]([C:14]3[O:18][C:17]([CH:19]4[CH2:24][CH2:23][N:22]([CH2:31][CH2:30][CH2:29][CH2:28][CH2:27][OH:26])[CH2:21][CH2:20]4)=[N:16][N:15]=3)[CH:5]=[CH:4][C:3]1=2, predict the reactants needed to synthesize it. The reactants are: [CH3:1][C:2]1([CH3:25])[CH2:11][CH2:10][C:9]([CH3:13])([CH3:12])[C:8]2[CH:7]=[C:6]([C:14]3[O:18][C:17]([CH:19]4[CH2:24][CH2:23][NH:22][CH2:21][CH2:20]4)=[N:16][N:15]=3)[CH:5]=[CH:4][C:3]1=2.[OH:26][CH2:27][CH2:28][CH2:29][CH2:30][CH:31]=O.